The task is: Predict which catalyst facilitates the given reaction.. This data is from Catalyst prediction with 721,799 reactions and 888 catalyst types from USPTO. Reactant: FC(F)(F)C(O)=O.CC(OC([NH:15][CH2:16][CH2:17][NH:18][C:19]1[C:20]([C:33]([O:35][CH2:36][CH3:37])=[O:34])=[N:21][CH:22]=[C:23]([CH2:25][C:26]2[CH:31]=[CH:30][C:29]([F:32])=[CH:28][CH:27]=2)[CH:24]=1)=O)(C)C. Product: [NH2:15][CH2:16][CH2:17][NH:18][C:19]1[C:20]([C:33]([O:35][CH2:36][CH3:37])=[O:34])=[N:21][CH:22]=[C:23]([CH2:25][C:26]2[CH:31]=[CH:30][C:29]([F:32])=[CH:28][CH:27]=2)[CH:24]=1. The catalyst class is: 4.